From a dataset of Forward reaction prediction with 1.9M reactions from USPTO patents (1976-2016). Predict the product of the given reaction. (1) Given the reactants OC(C(F)(F)F)=O.[NH2:8][CH2:9][CH2:10][C:11]1[CH:16]=[CH:15][C:14]([N:17]2[S:21](=[O:23])(=[O:22])[N:20]([CH2:24][CH2:25][Si:26]([CH3:29])([CH3:28])[CH3:27])[C:19](=[O:30])[CH2:18]2)=[C:13]([O:31][CH2:32][C:33]2[CH:38]=[CH:37][CH:36]=[CH:35][CH:34]=2)[CH:12]=1.C(N(CC)CC)C.[CH:46]1([CH2:52][S:53](Cl)(=[O:55])=[O:54])[CH2:51][CH2:50][CH2:49][CH2:48][CH2:47]1, predict the reaction product. The product is: [CH2:32]([O:31][C:13]1[CH:12]=[C:11]([CH2:10][CH2:9][NH:8][S:53]([CH2:52][CH:46]2[CH2:51][CH2:50][CH2:49][CH2:48][CH2:47]2)(=[O:55])=[O:54])[CH:16]=[CH:15][C:14]=1[N:17]1[CH2:18][C:19](=[O:30])[N:20]([CH2:24][CH2:25][Si:26]([CH3:27])([CH3:28])[CH3:29])[S:21]1(=[O:23])=[O:22])[C:33]1[CH:34]=[CH:35][CH:36]=[CH:37][CH:38]=1. (2) Given the reactants [Cl:1][C:2]1[CH:9]=[C:8](F)[C:7]([F:11])=[CH:6][C:3]=1[CH:4]=[O:5].C[O:13]CCOCCO.C(=O)([O-])[O-].[Cs+].[Cs+].O, predict the reaction product. The product is: [Cl:1][C:2]1[CH:9]=[C:8]([OH:13])[C:7]([F:11])=[CH:6][C:3]=1[CH:4]=[O:5]. (3) Given the reactants Cl[C:2]1[N:7]=[C:6](Cl)[C:5]([CH2:9][O:10][C:11]2[CH:16]=[C:15]([CH:17]([CH3:19])[CH3:18])[CH:14]=[CH:13][C:12]=2[CH3:20])=[C:4]([CH3:21])[N:3]=1.C(OC([N:29]1[CH2:34][CH2:33][NH:32][CH2:31][CH2:30]1)=O)(C)(C)C.C(=O)([O-])[O-].[K+].[K+].[CH3:41][C:42](N(C)C)=O, predict the reaction product. The product is: [CH2:17]([C:15]1[CH:16]=[CH:11][CH:12]=[C:13]([CH2:42][CH3:41])[C:14]=1[C:2]1[N:3]=[C:4]([CH3:21])[C:5]([CH2:9][O:10][C:11]2[CH:16]=[C:15]([CH:17]([CH3:19])[CH3:18])[CH:14]=[CH:13][C:12]=2[CH3:20])=[C:6]([N:29]2[CH2:30][CH2:31][NH:32][CH2:33][CH2:34]2)[N:7]=1)[CH3:18]. (4) Given the reactants [CH:1]1[C:14]2[CH:13]([C:15]#[N:16])[C:12]3[C:7](=[CH:8][CH:9]=[CH:10][CH:11]=3)[O:6][C:5]=2[CH:4]=[CH:3][CH:2]=1.C([Li])CCC.[CH3:22][CH2:23][O:24][C:25]([CH2:27]Br)=[O:26], predict the reaction product. The product is: [CH2:23]([O:24][C:25](=[O:26])[CH2:27][C:13]1([C:15]#[N:16])[C:14]2[CH:1]=[CH:2][CH:3]=[CH:4][C:5]=2[O:6][C:7]2[C:12]1=[CH:11][CH:10]=[CH:9][CH:8]=2)[CH3:22]. (5) Given the reactants FC1C=C2C(C(=O)CC3(O2)CCN(C(NC2C=C(C(=O)NC)C=CN=2)=O)CC3)=CC=1.[Cl:31][C:32]1[CH:33]=[CH:34][CH:35]=[C:36]2[C:59]=1[O:58][C:39]1([CH2:44][CH2:43][N:42]([C:45]([NH:47][C:48]3[CH:53]=[C:52]([C:54](=[O:57])[NH:55][CH3:56])[CH:51]=[CH:50][N:49]=3)=[O:46])[CH2:41][CH2:40]1)[CH2:38][CH2:37]2, predict the reaction product. The product is: [ClH:31].[Cl:31][C:32]1[CH:33]=[CH:34][CH:35]=[C:36]2[C:59]=1[O:58][C:39]1([CH2:44][CH2:43][N:42]([C:45]([NH:47][C:48]3[CH:53]=[C:52]([C:54](=[O:57])[NH:55][CH3:56])[CH:51]=[CH:50][N:49]=3)=[O:46])[CH2:41][CH2:40]1)[CH2:38][CH2:37]2.